Task: Predict the reactants needed to synthesize the given product.. Dataset: Full USPTO retrosynthesis dataset with 1.9M reactions from patents (1976-2016) Given the product [CH3:12][O:11][C:3]1[C:2]([CH3:1])=[CH:10][CH:9]=[CH:8][C:4]=1[C:5]([O:23][CH3:24])=[O:7], predict the reactants needed to synthesize it. The reactants are: [CH3:1][C:2]1[CH:10]=[CH:9][CH:8]=[C:4]([C:5]([OH:7])=O)[C:3]=1[OH:11].[C:12](=O)([O-])[O-].[K+].[K+].COS([O:23][CH3:24])(=O)=O.